The task is: Regression. Given two drug SMILES strings and cell line genomic features, predict the synergy score measuring deviation from expected non-interaction effect.. This data is from NCI-60 drug combinations with 297,098 pairs across 59 cell lines. (1) Drug 1: CN1CCC(CC1)COC2=C(C=C3C(=C2)N=CN=C3NC4=C(C=C(C=C4)Br)F)OC. Drug 2: CC1=C(C(=CC=C1)Cl)NC(=O)C2=CN=C(S2)NC3=CC(=NC(=N3)C)N4CCN(CC4)CCO. Cell line: BT-549. Synergy scores: CSS=23.1, Synergy_ZIP=7.13, Synergy_Bliss=16.6, Synergy_Loewe=12.5, Synergy_HSA=13.6. (2) Drug 1: COC1=NC(=NC2=C1N=CN2C3C(C(C(O3)CO)O)O)N. Drug 2: CS(=O)(=O)OCCCCOS(=O)(=O)C. Cell line: HCT116. Synergy scores: CSS=20.7, Synergy_ZIP=-2.84, Synergy_Bliss=3.10, Synergy_Loewe=5.63, Synergy_HSA=4.44. (3) Drug 1: C1CCC(CC1)NC(=O)N(CCCl)N=O. Drug 2: CC1C(C(CC(O1)OC2CC(OC(C2O)C)OC3=CC4=CC5=C(C(=O)C(C(C5)C(C(=O)C(C(C)O)O)OC)OC6CC(C(C(O6)C)O)OC7CC(C(C(O7)C)O)OC8CC(C(C(O8)C)O)(C)O)C(=C4C(=C3C)O)O)O)O. Cell line: OVCAR3. Synergy scores: CSS=5.31, Synergy_ZIP=-4.15, Synergy_Bliss=0.242, Synergy_Loewe=-49.1, Synergy_HSA=-0.981. (4) Drug 2: CC12CCC3C(C1CCC2O)C(CC4=C3C=CC(=C4)O)CCCCCCCCCS(=O)CCCC(C(F)(F)F)(F)F. Cell line: COLO 205. Synergy scores: CSS=2.04, Synergy_ZIP=5.00, Synergy_Bliss=11.6, Synergy_Loewe=2.60, Synergy_HSA=3.27. Drug 1: CN1CCC(CC1)COC2=C(C=C3C(=C2)N=CN=C3NC4=C(C=C(C=C4)Br)F)OC. (5) Drug 1: C1=CC=C(C(=C1)C(C2=CC=C(C=C2)Cl)C(Cl)Cl)Cl. Drug 2: CN(CCCl)CCCl.Cl. Cell line: SK-MEL-5. Synergy scores: CSS=12.2, Synergy_ZIP=-6.67, Synergy_Bliss=2.60, Synergy_Loewe=-16.1, Synergy_HSA=2.15. (6) Drug 1: COC1=C(C=C2C(=C1)N=CN=C2NC3=CC(=C(C=C3)F)Cl)OCCCN4CCOCC4. Drug 2: C1=CC=C(C(=C1)C(C2=CC=C(C=C2)Cl)C(Cl)Cl)Cl. Cell line: TK-10. Synergy scores: CSS=26.0, Synergy_ZIP=-0.208, Synergy_Bliss=-0.720, Synergy_Loewe=-16.3, Synergy_HSA=-0.0213.